From a dataset of Peptide-MHC class II binding affinity with 134,281 pairs from IEDB. Regression. Given a peptide amino acid sequence and an MHC pseudo amino acid sequence, predict their binding affinity value. This is MHC class II binding data. (1) The peptide sequence is KMIGGIGGFIKVRQYDQITI. The MHC is HLA-DQA10301-DQB10302 with pseudo-sequence HLA-DQA10301-DQB10302. The binding affinity (normalized) is 0.291. (2) The peptide sequence is INLIIHYVDRPGALG. The MHC is DRB1_1501 with pseudo-sequence DRB1_1501. The binding affinity (normalized) is 0.418.